From a dataset of Forward reaction prediction with 1.9M reactions from USPTO patents (1976-2016). Predict the product of the given reaction. Given the reactants C1(P(C2C=CC=CC=2)C2C=CC=CC=2)C=CC=CC=1.[Br:20]Br.[CH3:22][O:23][C:24]1[CH:29]=[CH:28][C:27]([CH2:30][CH2:31]O)=[C:26]([N+:33]([O-:35])=[O:34])[CH:25]=1.N1C=CC=CC=1, predict the reaction product. The product is: [Br:20][CH2:31][CH2:30][C:27]1[CH:28]=[CH:29][C:24]([O:23][CH3:22])=[CH:25][C:26]=1[N+:33]([O-:35])=[O:34].